This data is from Full USPTO retrosynthesis dataset with 1.9M reactions from patents (1976-2016). The task is: Predict the reactants needed to synthesize the given product. (1) The reactants are: P(Cl)(Cl)(Cl)=O.[Br:6][C:7]1[CH:8]=[N:9][CH:10]=[C:11]([CH:15]=1)[C:12]([NH2:14])=O. Given the product [Br:6][C:7]1[CH:8]=[N:9][CH:10]=[C:11]([C:12]#[N:14])[CH:15]=1, predict the reactants needed to synthesize it. (2) Given the product [CH3:1][CH:2]1[CH2:7][CH2:6][CH2:5][CH:4]([CH3:8])[N:3]1[SiH2:15][Cl:14], predict the reactants needed to synthesize it. The reactants are: [CH3:1][C@H:2]1[CH2:7][CH2:6][CH2:5][C@@H:4]([CH3:8])[NH:3]1.C([Li])CCC.[Cl:14][SiH2:15]Cl. (3) Given the product [CH2:13]([O:12][CH2:11][C:7]1([CH2:6][C:20]#[N:21])[CH2:10][CH2:9][CH2:8]1)[C:14]1[CH:19]=[CH:18][CH:17]=[CH:16][CH:15]=1, predict the reactants needed to synthesize it. The reactants are: CS(O[CH2:6][C:7]1([CH2:11][O:12][CH2:13][C:14]2[CH:19]=[CH:18][CH:17]=[CH:16][CH:15]=2)[CH2:10][CH2:9][CH2:8]1)(=O)=O.[C-:20]#[N:21].[K+]. (4) Given the product [F:1][C:2]1[CH:7]=[C:6]([F:8])[CH:5]=[CH:4][C:3]=1[C:9]1[CH:14]=[CH:13][CH:12]=[C:11]([NH:15][C:16]([C:18]2[NH:19][C:20]3[C:25]([CH:26]=2)=[CH:24][CH:23]=[C:22]([O:27][C:31]([CH3:38])([CH3:37])[C:32]([O:34][CH2:35][CH3:36])=[O:33])[CH:21]=3)=[O:17])[CH:10]=1, predict the reactants needed to synthesize it. The reactants are: [F:1][C:2]1[CH:7]=[C:6]([F:8])[CH:5]=[CH:4][C:3]=1[C:9]1[CH:14]=[CH:13][CH:12]=[C:11]([NH:15][C:16]([C:18]2[NH:19][C:20]3[C:25]([CH:26]=2)=[CH:24][CH:23]=[C:22]([OH:27])[CH:21]=3)=[O:17])[CH:10]=1.[OH-].[K+].Br[C:31]([CH3:38])([CH3:37])[C:32]([O:34][CH2:35][CH3:36])=[O:33].